Dataset: Full USPTO retrosynthesis dataset with 1.9M reactions from patents (1976-2016). Task: Predict the reactants needed to synthesize the given product. (1) Given the product [F:9][C:8]([F:11])([F:10])[C:7]([C:5]1[S:6][C:2]([C:20]2[CH:21]=[C:16]([CH:17]=[CH:18][CH:19]=2)[C:13]([OH:15])=[O:14])=[CH:3][CH:4]=1)=[O:12], predict the reactants needed to synthesize it. The reactants are: Br[C:2]1[S:6][C:5]([C:7](=[O:12])[C:8]([F:11])([F:10])[F:9])=[CH:4][CH:3]=1.[C:13]([C:16]1[CH:17]=[C:18](B(O)O)[CH:19]=[CH:20][CH:21]=1)([OH:15])=[O:14].C([O-])([O-])=O.[Na+].[Na+].Cl. (2) Given the product [CH2:1]([O:3][C:4]([C:6]1([C:9]2[CH:14]=[CH:13][C:12]([C:15]3[CH:20]=[CH:19][C:18]([C:21]4[O:25][N:24]=[C:23]([CH3:26])[C:22]=4[CH:36]([OH:37])[CH2:35][C:34]([CH3:33])([CH3:45])[CH2:38][C:39]4[CH:44]=[CH:43][CH:42]=[CH:41][CH:40]=4)=[CH:17][CH:16]=3)=[CH:11][CH:10]=2)[CH2:8][CH2:7]1)=[O:5])[CH3:2], predict the reactants needed to synthesize it. The reactants are: [CH2:1]([O:3][C:4]([C:6]1([C:9]2[CH:14]=[CH:13][C:12]([C:15]3[CH:20]=[CH:19][C:18]([C:21]4[O:25][N:24]=[C:23]([CH3:26])[C:22]=4Br)=[CH:17][CH:16]=3)=[CH:11][CH:10]=2)[CH2:8][CH2:7]1)=[O:5])[CH3:2].C([Li])CCC.[CH3:33][C:34]([CH3:45])([CH2:38][C:39]1[CH:44]=[CH:43][CH:42]=[CH:41][CH:40]=1)[CH2:35][CH:36]=[O:37]. (3) Given the product [CH3:1][O:2][C:3](=[O:15])[CH:4]([CH3:14])[CH2:5][N:6]([CH2:7][C:8]1[CH:9]=[CH:10][CH:11]=[CH:12][CH:13]=1)[C:19]1[C:20]([N+:24]([O-:26])=[O:25])=[CH:21][N:22]=[C:17]([Cl:16])[N:18]=1, predict the reactants needed to synthesize it. The reactants are: [CH3:1][O:2][C:3](=[O:15])[CH:4]([CH3:14])[CH2:5][NH:6][CH2:7][C:8]1[CH:13]=[CH:12][CH:11]=[CH:10][CH:9]=1.[Cl:16][C:17]1[N:22]=[C:21](Cl)[C:20]([N+:24]([O-:26])=[O:25])=[CH:19][N:18]=1.C(=O)(O)[O-].[K+]. (4) Given the product [ClH:16].[ClH:16].[NH2:2][CH2:1][C:3]1[C:8]([O:9][CH2:10][C:11]([O:13][CH2:14][CH3:15])=[O:12])=[CH:7][CH:6]=[CH:5][N:4]=1, predict the reactants needed to synthesize it. The reactants are: [C:1]([C:3]1[C:8]([O:9][CH2:10][C:11]([O:13][CH2:14][CH3:15])=[O:12])=[CH:7][CH:6]=[CH:5][N:4]=1)#[N:2].[ClH:16].